From a dataset of Reaction yield outcomes from USPTO patents with 853,638 reactions. Predict the reaction yield, written as a fraction of the theoretical maximum amount of product (1.0 means a 100% yield; for example, 0.34 means a 34% yield). (1) The reactants are Cl[C:2]1[CH:7]=[CH:6]C=CC=1.[NH:8]1[CH:12]=[CH:11][N:10]=C1.[OH-:13].[Na+]. The catalyst is O. The product is [C:7]([C:6]1[NH:8][CH:12]=[CH:11][N:10]=1)([C:2]1[NH:8][CH:12]=[CH:11][N:10]=1)=[O:13]. The yield is 0.795. (2) The reactants are [CH3:1][C:2]1O[C:4](=[O:15])[C:5]2[C:11]([N+:12]([O-:14])=[O:13])=[CH:10][CH:9]=[CH:8][C:6]=2[N:7]=1.[F:16][C:17]([F:26])([F:25])[C:18]1[CH:19]=[C:20]([CH:22]=[CH:23][CH:24]=1)[NH2:21]. The catalyst is C(O)(=O)C. The product is [CH3:1][C:2]1[N:21]([C:20]2[CH:22]=[CH:23][CH:24]=[C:18]([C:17]([F:16])([F:25])[F:26])[CH:19]=2)[C:4](=[O:15])[C:5]2[C:6](=[CH:8][CH:9]=[CH:10][C:11]=2[N+:12]([O-:14])=[O:13])[N:7]=1. The yield is 0.400. (3) The reactants are [CH2:1]([O:8][N:9]1[C:15](=[O:16])[N:14]2[CH2:17][C@H:10]1[CH2:11][CH2:12][C@H:13]2[C:18]([OH:20])=O)[C:2]1[CH:7]=[CH:6][CH:5]=[CH:4][CH:3]=1.[NH2:21][O:22][CH:23]1[CH2:28][CH2:27][O:26][CH2:25][CH2:24]1.ON1C2C=CC=CC=2N=N1.Cl.C(N=C=NCCCN(C)C)C. The catalyst is C(Cl)Cl. The product is [CH2:1]([O:8][N:9]1[C:15](=[O:16])[N:14]2[CH2:17][C@H:10]1[CH2:11][CH2:12][C@H:13]2[C:18]([NH:21][O:22][CH:23]1[CH2:28][CH2:27][O:26][CH2:25][CH2:24]1)=[O:20])[C:2]1[CH:3]=[CH:4][CH:5]=[CH:6][CH:7]=1. The yield is 0.930. (4) The reactants are I.[NH2:2][NH:3][C:4]([NH:7][CH3:8])=[N:5][CH3:6].Cl.[C:10](Cl)(=O)[C:11]1[CH:16]=[CH:15][N:14]=[CH:13][CH:12]=1.C([O-])([O-])=O.[K+].[K+]. The catalyst is N1C=CC=CC=1. The product is [CH3:8][NH:7][C:4]1[N:5]([CH3:6])[C:10]([C:11]2[CH:16]=[CH:15][N:14]=[CH:13][CH:12]=2)=[N:2][N:3]=1. The yield is 0.260. (5) The reactants are [Br:1][C:2]1[CH:3]=[C:4]([CH:7]=[C:8]([O:10][CH3:11])[CH:9]=1)[CH:5]=O.[NH:12]1[CH2:17][CH2:16][CH2:15][CH2:14][CH2:13]1.[BH4-].[Na+]. The catalyst is C(Cl)Cl. The product is [Br:1][C:2]1[CH:3]=[C:4]([CH:7]=[C:8]([O:10][CH3:11])[CH:9]=1)[CH2:5][N:12]1[CH2:17][CH2:16][CH2:15][CH2:14][CH2:13]1. The yield is 0.690. (6) The reactants are [C:1]1([S:7]([N:10]2[C:14]3=[N:15][CH:16]=[C:17]([N+:20]([O-:22])=[O:21])[C:18](Cl)=[C:13]3[CH:12]=[CH:11]2)(=[O:9])=[O:8])[CH:6]=[CH:5][CH:4]=[CH:3][CH:2]=1.[C:23]([O:27][C:28](=[O:36])[NH:29][C@H:30]1[CH2:34][CH2:33][C@H:32]([NH2:35])[CH2:31]1)([CH3:26])([CH3:25])[CH3:24].C(N(C(C)C)CC)(C)C. The catalyst is CC(O)C. The product is [C:23]([O:27][C:28](=[O:36])[NH:29][C@H:30]1[CH2:34][CH2:33][C@H:32]([NH:35][C:18]2[C:17]([N+:20]([O-:22])=[O:21])=[CH:16][N:15]=[C:14]3[N:10]([S:7]([C:1]4[CH:6]=[CH:5][CH:4]=[CH:3][CH:2]=4)(=[O:9])=[O:8])[CH:11]=[CH:12][C:13]=23)[CH2:31]1)([CH3:26])([CH3:24])[CH3:25]. The yield is 0.940. (7) The reactants are [Cl:1][C:2]1[CH:7]=[CH:6][C:5]([NH:8][C:9]2[C:10]([C:19]([NH:21][NH2:22])=[O:20])=[CH:11][C:12]3[NH:16][CH:15]=[N:14][C:13]=3[C:17]=2[F:18])=[C:4]([CH3:23])[CH:3]=1.[CH:24](OCC)(OCC)OCC.CC1C=CC(S(O)(=O)=O)=CC=1.O. The catalyst is CCO. The product is [Cl:1][C:2]1[CH:7]=[CH:6][C:5]([NH:8][C:9]2[C:10]([C:19]3[O:20][CH:24]=[N:22][N:21]=3)=[CH:11][C:12]3[NH:16][CH:15]=[N:14][C:13]=3[C:17]=2[F:18])=[C:4]([CH3:23])[CH:3]=1. The yield is 0.730.